Dataset: Forward reaction prediction with 1.9M reactions from USPTO patents (1976-2016). Task: Predict the product of the given reaction. (1) Given the reactants [Cl:1][C:2]1[CH:7]=[C:6]([Cl:8])[CH:5]=[C:4]([CH3:9])[C:3]=1[OH:10].C(=O)([O-])[O-].[Cs+].[Cs+].[Cl:17][C:18]1[CH:19]=[C:20]([C:25]2[CH:37]=[CH:36][C:28]([C:29]([NH:31][S:32]([CH3:35])(=[O:34])=[O:33])=[O:30])=[CH:27][C:26]=2[O:38][CH3:39])[CH:21]=[N:22][C:23]=1F, predict the reaction product. The product is: [Cl:17][C:18]1[CH:19]=[C:20]([C:25]2[CH:37]=[CH:36][C:28]([C:29]([NH:31][S:32]([CH3:35])(=[O:34])=[O:33])=[O:30])=[CH:27][C:26]=2[O:38][CH3:39])[CH:21]=[N:22][C:23]=1[O:10][C:3]1[C:4]([CH3:9])=[CH:5][C:6]([Cl:8])=[CH:7][C:2]=1[Cl:1]. (2) The product is: [Br:1][C:2]1[C:3]([N:22]2[CH2:27][CH2:26][CH2:25][C@@H:24]([NH:28][C:29](=[O:35])[O:30][C:31]([CH3:33])([CH3:32])[CH3:34])[CH2:23]2)=[C:4]2[C:10]([NH:11][C:12](=[O:20])[CH2:13][C:14]3[CH:19]=[CH:18][CH:17]=[CH:16][CH:15]=3)=[CH:9][NH:8][C:5]2=[N:6][CH:7]=1. Given the reactants [Br:1][C:2]1[C:3](F)=[C:4]2[C:10]([NH:11][C:12](=[O:20])[CH2:13][C:14]3[CH:19]=[CH:18][CH:17]=[CH:16][CH:15]=3)=[CH:9][NH:8][C:5]2=[N:6][CH:7]=1.[NH:22]1[CH2:27][CH2:26][CH2:25][C@@H:24]([NH:28][C:29](=[O:35])[O:30][C:31]([CH3:34])([CH3:33])[CH3:32])[CH2:23]1, predict the reaction product. (3) Given the reactants [NH2:1][C:2]1[N:3]=[CH:4][C:5]([C:17]2[CH:22]=[CH:21][C:20]([CH2:23][CH2:24][CH2:25][N:26]([CH2:34][CH2:35][CH2:36][O:37][CH3:38])C(=O)OC(C)(C)C)=[CH:19][CH:18]=2)=[N:6][C:7]=1[C:8](=[O:16])[NH:9][C:10]1[CH:11]=[N:12][CH:13]=[CH:14][CH:15]=1.Cl.[OH-].[Na+], predict the reaction product. The product is: [NH2:1][C:2]1[C:7]([C:8]([NH:9][C:10]2[CH:11]=[N:12][CH:13]=[CH:14][CH:15]=2)=[O:16])=[N:6][C:5]([C:17]2[CH:18]=[CH:19][C:20]([CH2:23][CH2:24][CH2:25][NH:26][CH2:34][CH2:35][CH2:36][O:37][CH3:38])=[CH:21][CH:22]=2)=[CH:4][N:3]=1. (4) Given the reactants NC1C=C(OC)C(OC)=CC=1C(C1C=CC=CC=1Cl)=O.NC1C(C)=NN(CC=C)C=1Cl.[Cl:32][C:33]1[CH:38]=[CH:37][CH:36]=[CH:35][C:34]=1[C:39]1[C:45]2[CH:46]=[C:47]([O:52][CH3:53])[C:48]([O:50][CH3:51])=[CH:49][C:44]=2[N:43]=[C:42]2[N:54](CC=C)[NH:55][C:56]([CH3:57])=[C:41]2[N:40]=1.[H-].C([Al+]CC(C)C)C(C)C, predict the reaction product. The product is: [Cl:32][C:33]1[CH:38]=[CH:37][CH:36]=[CH:35][C:34]=1[C:39]1[C:45]2[CH:46]=[C:47]([O:52][CH3:53])[C:48]([O:50][CH3:51])=[CH:49][C:44]=2[N:43]=[C:42]2[NH:54][NH:55][C:56]([CH3:57])=[C:41]2[N:40]=1. (5) Given the reactants [Br:1][C:2]1[CH:3]=[C:4]([C:11](Cl)=[O:12])[C:5]2[O:9][CH2:8][CH2:7][C:6]=2[CH:10]=1.[NH2:14][C@@H:15]([CH2:26][OH:27])[CH2:16][C:17]1[C:25]2[C:20](=[CH:21][CH:22]=[CH:23][CH:24]=2)[NH:19][CH:18]=1.CN1CCOCC1.CCN=C=NCCCN(C)C, predict the reaction product. The product is: [OH:27][CH2:26][C@H:15]([NH:14][C:11]([C:4]1[C:5]2[O:9][CH2:8][CH2:7][C:6]=2[CH:10]=[C:2]([Br:1])[CH:3]=1)=[O:12])[CH2:16][C:17]1[C:25]2[C:20](=[CH:21][CH:22]=[CH:23][CH:24]=2)[NH:19][CH:18]=1. (6) Given the reactants [CH3:1][O:2][C:3]1[CH:12]=[CH:11][C:10]2[NH:9][C:8](=[O:13])[C:7]3[S:14][CH:15]=[CH:16][C:6]=3[C:5]=2[C:4]=1[C:17]1[CH:22]=[CH:21][C:20]([C@@H:23]([CH3:33])[CH2:24][NH:25]C(=O)OC(C)(C)C)=[CH:19][CH:18]=1, predict the reaction product. The product is: [NH2:25][CH2:24][C@@H:23]([C:20]1[CH:19]=[CH:18][C:17]([C:4]2[C:5]3[C:6]4[CH:16]=[CH:15][S:14][C:7]=4[C:8](=[O:13])[NH:9][C:10]=3[CH:11]=[CH:12][C:3]=2[O:2][CH3:1])=[CH:22][CH:21]=1)[CH3:33]. (7) The product is: [C:33]([C:30]1[CH:29]=[CH:28][C:27]([S:24]([NH:23][C:11]2[CH:12]=[C:13]3[C:8](=[CH:9][CH:10]=2)[NH:7][C:6]([C:4]([OH:5])=[O:3])=[C:14]3[C:15]2[CH:20]=[CH:19][CH:18]=[C:17]([O:21][CH3:22])[CH:16]=2)(=[O:25])=[O:26])=[CH:32][CH:31]=1)([CH3:36])([CH3:34])[CH3:35]. Given the reactants C([O:3][C:4]([C:6]1[NH:7][C:8]2[C:13]([C:14]=1[C:15]1[CH:20]=[CH:19][CH:18]=[C:17]([O:21][CH3:22])[CH:16]=1)=[CH:12][C:11]([NH:23][S:24]([C:27]1[CH:32]=[CH:31][C:30]([C:33]([CH3:36])([CH3:35])[CH3:34])=[CH:29][CH:28]=1)(=[O:26])=[O:25])=[CH:10][CH:9]=2)=[O:5])C.[OH-].[Na+], predict the reaction product. (8) Given the reactants [CH:1]1([N:6]2[CH2:12][C:11]([F:14])([F:13])[C:10](=[O:15])[N:9]([CH3:16])[C:8]3[CH:17]=[N:18][C:19]([NH:21][C:22]4[CH:30]=[CH:29][C:25]([C:26](O)=[O:27])=[CH:24][C:23]=4[O:31][CH3:32])=[N:20][C:7]2=3)[CH2:5][CH2:4][CH2:3][CH2:2]1.[CH3:33][N:34]1[CH2:39][CH2:38][CH:37]([NH2:40])[CH2:36][CH2:35]1.C1C=CC2N(O)N=NC=2C=1.C(N(C(C)C)CC)(C)C.CCN=C=NCCCN(C)C, predict the reaction product. The product is: [CH:1]1([N:6]2[CH2:12][C:11]([F:14])([F:13])[C:10](=[O:15])[N:9]([CH3:16])[C:8]3[CH:17]=[N:18][C:19]([NH:21][C:22]4[CH:30]=[CH:29][C:25]([C:26]([NH:40][CH:37]5[CH2:38][CH2:39][N:34]([CH3:33])[CH2:35][CH2:36]5)=[O:27])=[CH:24][C:23]=4[O:31][CH3:32])=[N:20][C:7]2=3)[CH2:5][CH2:4][CH2:3][CH2:2]1.